From a dataset of Full USPTO retrosynthesis dataset with 1.9M reactions from patents (1976-2016). Predict the reactants needed to synthesize the given product. (1) Given the product [Cl:38][C:34]1[CH:33]=[C:32]([CH2:31][N:21]2[C:20](=[O:23])[CH:19]=[CH:18][C:17]([C:15]3[O:14][N:13]=[C:12]([C:9]4[CH:10]=[CH:11][C:6]([C:3]([CH3:4])([CH3:5])[C:2]([F:1])([F:24])[F:25])=[CH:7][CH:8]=4)[N:16]=3)=[N:22]2)[CH:37]=[CH:36][N:35]=1, predict the reactants needed to synthesize it. The reactants are: [F:1][C:2]([F:25])([F:24])[C:3]([C:6]1[CH:11]=[CH:10][C:9]([C:12]2[N:16]=[C:15]([C:17]3[CH:18]=[CH:19][C:20](=[O:23])[NH:21][N:22]=3)[O:14][N:13]=2)=[CH:8][CH:7]=1)([CH3:5])[CH3:4].CS(O[CH2:31][C:32]1[CH:37]=[CH:36][N:35]=[C:34]([Cl:38])[CH:33]=1)(=O)=O. (2) The reactants are: [CH3:1][O:2][C:3]1[CH:4]=[C:5]([C:12]2[CH2:13][CH2:14][N:15](C(OC(C)(C)C)=O)[CH2:16][CH:17]=2)[CH:6]=[CH:7][C:8]=1[N+:9]([O-])=O.NC1C=CC=CC=1.Cl[C:33]1[N:41]=[C:40]2[C:36]([N:37]=[CH:38][N:39]2C2CCCCO2)=[C:35]([NH:48][CH:49]2[CH2:54][CH2:53][CH2:52][CH2:51][CH2:50]2)[N:34]=1. Given the product [CH:49]1([NH:48][C:35]2[N:34]=[C:33]([NH:9][C:8]3[CH:7]=[CH:6][C:5]([CH:12]4[CH2:17][CH2:16][NH:15][CH2:14][CH2:13]4)=[CH:4][C:3]=3[O:2][CH3:1])[N:41]=[C:40]3[C:36]=2[N:37]=[CH:38][NH:39]3)[CH2:50][CH2:51][CH2:52][CH2:53][CH2:54]1, predict the reactants needed to synthesize it. (3) Given the product [ClH:40].[ClH:40].[NH2:7][CH2:8][C:9]1[CH:10]=[CH:11][C:12]([C:15]2[N:19]3[CH:20]=[CH:21][C:22]([C:24]4[CH:25]=[CH:26][C:27]([C:30]([N:32]5[CH2:37][CH2:36][N:35]([CH3:38])[CH2:34][CH2:33]5)=[O:31])=[CH:28][CH:29]=4)=[CH:23][C:18]3=[N:17][CH:16]=2)=[CH:13][CH:14]=1, predict the reactants needed to synthesize it. The reactants are: C(OC(=O)[NH:7][CH2:8][C:9]1[CH:14]=[CH:13][C:12]([C:15]2[N:19]3[CH:20]=[CH:21][C:22]([C:24]4[CH:29]=[CH:28][C:27]([C:30]([N:32]5[CH2:37][CH2:36][N:35]([CH3:38])[CH2:34][CH2:33]5)=[O:31])=[CH:26][CH:25]=4)=[CH:23][C:18]3=[N:17][CH:16]=2)=[CH:11][CH:10]=1)(C)(C)C.[ClH:40]. (4) Given the product [Cl:25][C:12]1[N:11]=[N:10][CH:9]=[C:8]([C:5]2[CH:6]=[CH:7][C:2]([F:1])=[C:3]([C:15]3[N:22]=[CH:21][CH:20]=[CH:19][C:16]=3[C:17]#[N:18])[CH:4]=2)[CH:13]=1, predict the reactants needed to synthesize it. The reactants are: [F:1][C:2]1[CH:7]=[CH:6][C:5]([C:8]2[CH:9]=[N:10][NH:11][C:12](=O)[CH:13]=2)=[CH:4][C:3]=1[C:15]1[N:22]=[CH:21][CH:20]=[CH:19][C:16]=1[C:17]#[N:18].P(Cl)(Cl)([Cl:25])=O. (5) Given the product [O:31]1[C:30]2[C:25](=[N:26][CH:27]=[CH:28][CH:29]=2)[CH:24]=[C:23]1[CH2:22][N:19]1[CH2:20][CH2:21][C@H:17]([NH:16][S:10]([C:8]2[S:7][C:6]3[CH:14]=[C:2]([Cl:15])[CH:3]=[CH:4][C:5]=3[CH:9]=2)(=[O:12])=[O:11])[C:18]1=[O:32], predict the reactants needed to synthesize it. The reactants are: F[C:2]1[CH:3]=[CH:4][C:5]2[CH:9]=[C:8]([S:10](Cl)(=[O:12])=[O:11])[S:7][C:6]=2[CH:14]=1.[ClH:15].[NH2:16][C@H:17]1[CH2:21][CH2:20][N:19]([CH2:22][C:23]2[O:31][C:30]3[C:25](=[N:26][CH:27]=[CH:28][CH:29]=3)[CH:24]=2)[C:18]1=[O:32]. (6) Given the product [N:1]1([C:6]2[N:11]=[CH:10][C:9]([O:12][CH2:13][C:14]3[CH:18]=[N:17][N:16]([CH:19]4[CH2:20][CH2:21][N:22]([C:25]5[N:26]=[CH:27][C:28]([C:31]([OH:33])=[O:32])=[CH:29][N:30]=5)[CH2:23][CH2:24]4)[N:15]=3)=[CH:8][CH:7]=2)[CH:5]=[N:4][N:3]=[N:2]1, predict the reactants needed to synthesize it. The reactants are: [N:1]1([C:6]2[N:11]=[CH:10][C:9]([O:12][CH2:13][C:14]3[CH:18]=[N:17][N:16]([CH:19]4[CH2:24][CH2:23][N:22]([C:25]5[N:30]=[CH:29][C:28]([C:31]([O-:33])=[O:32])=[CH:27][N:26]=5)[CH2:21][CH2:20]4)[N:15]=3)=[CH:8][CH:7]=2)[CH:5]=[N:4][N:3]=[N:2]1.[OH-].[Na+].Cl. (7) Given the product [S:28]1[CH2:27][CH2:26][CH2:25][S:29][CH:1]1[C:3]1[C:8]2[O:9][C:10](=[O:23])[C:11]3[CH2:12][N:13]([C:17]([O:19][CH2:20][CH:21]=[CH2:22])=[O:18])[CH2:14][CH2:15][C:16]=3[C:7]=2[CH:6]=[CH:5][C:4]=1[OH:24], predict the reactants needed to synthesize it. The reactants are: [CH:1]([C:3]1[C:8]2[O:9][C:10](=[O:23])[C:11]3[CH2:12][N:13]([C:17]([O:19][CH2:20][CH:21]=[CH2:22])=[O:18])[CH2:14][CH2:15][C:16]=3[C:7]=2[CH:6]=[CH:5][C:4]=1[OH:24])=O.[CH2:25]([SH:29])[CH2:26][CH2:27][SH:28].